From a dataset of Experimentally validated miRNA-target interactions with 360,000+ pairs, plus equal number of negative samples. Binary Classification. Given a miRNA mature sequence and a target amino acid sequence, predict their likelihood of interaction. (1) The miRNA is hsa-miR-15b-5p with sequence UAGCAGCACAUCAUGGUUUACA. The protein sequence of the target gene is MSVFSQLAESSKQNPFSLPVRSGNCASAVSAPGQVEFGSGKYYAYCALGGVLSCGITHTAIVPLDLVKCRIQVNPEKYTGIATGFRTTIAEEGARALVKGWAPTLLGYSAQGLGKFGFYEIFKNVYADMLGEENAYLYRTSLYLAASASAEFFADILLAPMEATKVRIQTSPGAPPTLRGCAPMIYKAEGLTGFYKGLPPLWMRQIPYTMMKFACFEKTVEALYQYVVPKPRAECSKAEQLVVTFVAGYIAGVFCAIVSHPADTVVSKLNQDSQATAGGILKKLGFAGVWKGLVPRIIMI.... Result: 0 (no interaction). (2) The miRNA is mmu-miR-3084-3p with sequence UUCUGCCAGUCUCCUUCAGAC. The protein sequence of the target gene is MWPVFWTVVRTYAPYVTFPVAFVVGAVGYHLEWFIRGKDPQPVEEEKSISERREDRKLDELLGKDHTQVVSLKDKLEFAPKAVLNRNRPEKN. Result: 0 (no interaction).